This data is from Catalyst prediction with 721,799 reactions and 888 catalyst types from USPTO. The task is: Predict which catalyst facilitates the given reaction. (1) Reactant: C(=O)([O-])[O-].[K+].[K+].[Br:7][C:8]1[CH:9]=[C:10]([CH:13]=[CH:14][C:15]=1[OH:16])[C:11]#[N:12].I[CH2:18][CH3:19].O. Product: [Br:7][C:8]1[CH:9]=[C:10]([CH:13]=[CH:14][C:15]=1[O:16][CH2:18][CH3:19])[C:11]#[N:12]. The catalyst class is: 21. (2) Reactant: [F:1][C:2]1([F:29])[CH2:7][CH2:6][N:5]([C:8]([C:10]2[NH:11][C:12]3[C:17]([CH:18]=2)=[CH:16][C:15]([C:19]([N:21]2[CH2:25][CH2:24][CH:23]([N:26]([CH3:28])[CH3:27])[CH2:22]2)=[O:20])=[CH:14][CH:13]=3)=[O:9])[CH2:4][CH2:3]1.[H-].[Na+].CS(O[CH2:37][C:38]([F:41])([F:40])[F:39])(=O)=O. Product: [F:29][C:2]1([F:1])[CH2:7][CH2:6][N:5]([C:8]([C:10]2[N:11]([CH2:37][C:38]([F:41])([F:40])[F:39])[C:12]3[C:17]([CH:18]=2)=[CH:16][C:15]([C:19]([N:21]2[CH2:25][CH2:24][CH:23]([N:26]([CH3:27])[CH3:28])[CH2:22]2)=[O:20])=[CH:14][CH:13]=3)=[O:9])[CH2:4][CH2:3]1. The catalyst class is: 9. (3) Reactant: [Br:1][C:2]1[CH:7]=[CH:6][C:5]([O:8][CH2:9][CH3:10])=[CH:4][C:3]=1[CH2:11][C:12](N(OC)C)=[O:13].[CH2:18]([Mg]Br)[CH3:19]. Product: [Br:1][C:2]1[CH:7]=[CH:6][C:5]([O:8][CH2:9][CH3:10])=[CH:4][C:3]=1[CH2:11][C:12](=[O:13])[CH2:18][CH3:19]. The catalyst class is: 116. (4) Reactant: [S:1]1[CH:5]=[CH:4][CH:3]=[C:2]1[CH2:6][NH:7][C:8]1[CH:9]=[C:10]([CH:13]=[CH:14][CH:15]=1)[C:11]#[N:12].CN1CCOCC1.[C:23](Cl)(=[O:28])[CH2:24][CH2:25][CH2:26][CH3:27]. Product: [C:11]([C:10]1[CH:9]=[C:8]([N:7]([CH2:6][C:2]2[S:1][CH:5]=[CH:4][CH:3]=2)[C:23](=[O:28])[CH2:24][CH2:25][CH2:26][CH3:27])[CH:15]=[CH:14][CH:13]=1)#[N:12]. The catalyst class is: 3. (5) Reactant: [CH:1]1[C:10]2[C:5](=[CH:6][CH:7]=[CH:8][CH:9]=2)[CH:4]=[CH:3][C:2]=1[O:11][CH:12]1[CH2:18][CH2:17][NH:16][CH2:15][C:14]2[CH:19]=[C:20]([C:23]3[N:24]=[N:25][CH:26]=[CH:27][CH:28]=3)[CH:21]=[CH:22][C:13]1=2.[C:29]([OH:38])(=[O:37])[C@@H:30]([C@H:32]([C:34]([OH:36])=[O:35])[OH:33])[OH:31].O. Product: [C:34]([CH:32]([CH:30]([C:29]([OH:38])=[O:37])[OH:31])[OH:33])([OH:36])=[O:35].[CH:1]1[C:10]2[C:5](=[CH:6][CH:7]=[CH:8][CH:9]=2)[CH:4]=[CH:3][C:2]=1[O:11][CH:12]1[CH2:18][CH2:17][NH:16][CH2:15][C:14]2[CH:19]=[C:20]([C:23]3[N:24]=[N:25][CH:26]=[CH:27][CH:28]=3)[CH:21]=[CH:22][C:13]1=2. The catalyst class is: 5. (6) Reactant: [CH2:1]([N:3]1[C:12]2[C:7](=[C:8]([F:33])[C:9]([O:23][CH2:24][C:25]3[CH:30]=[CH:29][C:28]([O:31][CH3:32])=[CH:27][CH:26]=3)=[C:10]([O:13][CH2:14][C:15]3[CH:20]=[CH:19][C:18]([O:21][CH3:22])=[CH:17][CH:16]=3)[CH:11]=2)[C:6](=[O:34])[C:5]([CH2:35][OH:36])=[CH:4]1)[CH3:2]. Product: [CH2:1]([N:3]1[C:12]2[C:7](=[C:8]([F:33])[C:9]([O:23][CH2:24][C:25]3[CH:26]=[CH:27][C:28]([O:31][CH3:32])=[CH:29][CH:30]=3)=[C:10]([O:13][CH2:14][C:15]3[CH:16]=[CH:17][C:18]([O:21][CH3:22])=[CH:19][CH:20]=3)[CH:11]=2)[C:6](=[O:34])[C:5]([CH:35]=[O:36])=[CH:4]1)[CH3:2]. The catalyst class is: 327.